Task: Predict the product of the given reaction.. Dataset: Forward reaction prediction with 1.9M reactions from USPTO patents (1976-2016) (1) Given the reactants [F:1][C:2]([F:16])(OC1C=C(C=CC=1)C(O)=O)[CH:3]([F:5])[F:4].C([N:19]([CH2:22]C)CC)C.[C:32]1(P(N=[N+]=[N-])([C:32]2[CH:37]=[CH:36][CH:35]=[CH:34][CH:33]=2)=O)[CH:37]=[CH:36][CH:35]=[CH:34][CH:33]=1.[C:41]1([C:47]2[N:51]=[C:50]([N:52]3[CH2:57][CH2:56][NH:55][CH2:54][CH2:53]3)[S:49][N:48]=2)[CH:46]=[CH:45][CH:44]=[CH:43][CH:42]=1.[OH2:58], predict the reaction product. The product is: [C:41]1([C:47]2[N:51]=[C:50]([N:52]3[CH2:57][CH2:56][N:55]([C:22]([NH:19][C:32]4[CH:33]=[CH:34][CH:35]=[C:36]([C:2]([F:1])([F:16])[CH:3]([F:4])[F:5])[CH:37]=4)=[O:58])[CH2:54][CH2:53]3)[S:49][N:48]=2)[CH:42]=[CH:43][CH:44]=[CH:45][CH:46]=1. (2) Given the reactants COCCOC.[S:7]1[CH:11]=[CH:10][CH:9]=[C:8]1B(O)O.C(=O)([O-])[O-].[Na+].[Na+].[CH2:21]([O:28][C:29]1[CH:51]=[CH:50][C:49]([N:52]2[CH2:57][CH2:56][O:55][CH2:54][CH2:53]2)=[CH:48][C:30]=1[C:31]([NH:33][C:34]1[CH:46]=[C:45](Br)[CH:44]=[CH:43][C:35]=1[C:36]([O:38][C:39]([CH3:42])([CH3:41])[CH3:40])=[O:37])=[O:32])[C:22]1[CH:27]=[CH:26][CH:25]=[CH:24][CH:23]=1, predict the reaction product. The product is: [CH2:21]([O:28][C:29]1[CH:51]=[CH:50][C:49]([N:52]2[CH2:53][CH2:54][O:55][CH2:56][CH2:57]2)=[CH:48][C:30]=1[C:31]([NH:33][C:34]1[CH:46]=[C:45]([C:8]2[S:7][CH:11]=[CH:10][CH:9]=2)[CH:44]=[CH:43][C:35]=1[C:36]([O:38][C:39]([CH3:42])([CH3:41])[CH3:40])=[O:37])=[O:32])[C:22]1[CH:27]=[CH:26][CH:25]=[CH:24][CH:23]=1. (3) The product is: [Br:1][CH2:2][C@@H:3]([C:5]1[CH:16]=[CH:15][C:8]2[O:9][C:10]([CH3:13])([CH3:14])[O:34][CH2:33][C:7]=2[CH:6]=1)[O:4][Si:22]([C:25]([CH3:28])([CH3:27])[CH3:26])([CH3:24])[CH3:23]. Given the reactants [Br:1][CH2:2][C@@H:3]([C:5]1[CH:16]=[CH:15][C:8]2[O:9][C:10]([CH3:14])([CH3:13])CO[C:7]=2[CH:6]=1)[OH:4].N1C=CN=C1.[Si:22](Cl)([C:25]([CH3:28])([CH3:27])[CH3:26])([CH3:24])[CH3:23].CN([CH:33]=[O:34])C, predict the reaction product. (4) Given the reactants C[O:2][C:3]1[C:11]2[CH:10]=[C:9]([C:12]3[O:16][N:15]=[C:14]([CH3:17])[N:13]=3)[O:8][C:7]=2[CH:6]=[CH:5][CH:4]=1.B(Br)(Br)Br, predict the reaction product. The product is: [OH:2][C:3]1[C:11]2[CH:10]=[C:9]([C:12]3[O:16][N:15]=[C:14]([CH3:17])[N:13]=3)[O:8][C:7]=2[CH:6]=[CH:5][CH:4]=1.